The task is: Predict which catalyst facilitates the given reaction.. This data is from Catalyst prediction with 721,799 reactions and 888 catalyst types from USPTO. (1) The catalyst class is: 54. Product: [Cl:1][C:2]1[CH:15]=[CH:14][C:5]2[NH:6][CH2:7][CH:8]([CH:10]([CH3:12])[CH3:11])[O:9][C:4]=2[CH:3]=1. Reactant: [Cl:1][C:2]1[CH:15]=[CH:14][C:5]2[NH:6][C:7](=O)[CH:8]([CH:10]([CH3:12])[CH3:11])[O:9][C:4]=2[CH:3]=1.B.O1CCCC1.Cl.O. (2) Reactant: [Br:1][C:2]1[CH:3]=[C:4]([CH2:8][C:9]([NH2:11])=O)[CH:5]=[CH:6][CH:7]=1.C(N(CC)CC)C.FC(F)(F)C(OC(=O)C(F)(F)F)=O.O. Product: [Br:1][C:2]1[CH:3]=[C:4]([CH2:8][C:9]#[N:11])[CH:5]=[CH:6][CH:7]=1. The catalyst class is: 12.